This data is from Full USPTO retrosynthesis dataset with 1.9M reactions from patents (1976-2016). The task is: Predict the reactants needed to synthesize the given product. (1) Given the product [Cl:14][C:15]1[N:20]=[C:19]([N:4]2[CH2:5][CH2:6][N:1]([C:7]([O:9][C:10]([CH3:13])([CH3:12])[CH3:11])=[O:8])[CH2:2][CH2:3]2)[CH:18]=[CH:17][N:16]=1, predict the reactants needed to synthesize it. The reactants are: [N:1]1([C:7]([O:9][C:10]([CH3:13])([CH3:12])[CH3:11])=[O:8])[CH2:6][CH2:5][NH:4][CH2:3][CH2:2]1.[Cl:14][C:15]1[N:20]=[C:19](Cl)[CH:18]=[CH:17][N:16]=1.C([O-])(O)=O.[Na+]. (2) Given the product [NH2:1][C:2]1[C:10]([N+:11]([O-:13])=[O:12])=[C:9]([CH3:14])[C:8]([N+:15]([O-:17])=[O:16])=[CH:7][C:3]=1[C:4]#[N:6], predict the reactants needed to synthesize it. The reactants are: [NH2:1][C:2]1[C:10]([N+:11]([O-:13])=[O:12])=[C:9]([CH3:14])[C:8]([N+:15]([O-:17])=[O:16])=[CH:7][C:3]=1[C:4]([NH2:6])=O.P(Cl)(Cl)(Cl)=O.O. (3) The reactants are: [CH2:12]([Sn]([CH2:12][CH2:13][CH2:14][CH3:15])([CH2:12][CH2:13][CH2:14][CH3:15])C=C)[CH2:13][CH2:14][CH3:15].[Li+].[Cl-].[CH2:18]([O:20][C@@H:21]([CH2:27][C:28]1[CH:33]=CC(OS(C(F)(F)F)(=O)=O)=[CH:30][CH:29]=1)[C:22]([O:24][CH2:25][CH3:26])=[O:23])[CH3:19].O. Given the product [CH2:18]([O:20][C@@H:21]([CH2:27][C:28]1[CH:33]=[CH:12][C:13]([CH:14]=[CH2:15])=[CH:30][CH:29]=1)[C:22]([O:24][CH2:25][CH3:26])=[O:23])[CH3:19], predict the reactants needed to synthesize it. (4) Given the product [NH:8]1[CH2:9][CH2:10][CH:11]([NH:14][C:15](=[O:20])[CH2:16][N:17]([CH3:18])[CH3:19])[CH2:12][CH2:13]1, predict the reactants needed to synthesize it. The reactants are: C([N:8]1[CH2:13][CH2:12][CH:11]([NH:14][C:15](=[O:20])[CH2:16][N:17]([CH3:19])[CH3:18])[CH2:10][CH2:9]1)C1C=CC=CC=1.[H][H]. (5) Given the product [C:31]([C:33]1[CH:34]=[C:35]([CH:39]=[C:40]([O:42][CH3:43])[CH:41]=1)[C:36]([NH:24][C:20]1[C:21]([CH3:23])=[C:22]2[C:14]([C@H:11]3[CH2:12][CH2:13][N:8]([C:6]([CH:1]4[CH2:5][CH2:4][CH2:3][CH2:2]4)=[O:7])[C@@H:9]([CH3:28])[CH2:10]3)=[CH:15][N:16]([CH3:27])[C:17]2=[N:18][CH:19]=1)=[O:37])#[N:32], predict the reactants needed to synthesize it. The reactants are: [CH:1]1([C:6]([N:8]2[CH2:13][CH:12]=[C:11]([C:14]3[C:22]4[C:17](=[N:18][CH:19]=[C:20]([N+:24]([O-])=O)[C:21]=4[CH3:23])[N:16]([CH3:27])[CH:15]=3)[CH2:10][C@@H:9]2[CH3:28])=[O:7])[CH2:5][CH2:4][CH2:3][CH2:2]1.[H][H].[C:31]([C:33]1[CH:34]=[C:35]([CH:39]=[C:40]([O:42][CH3:43])[CH:41]=1)[C:36](O)=[O:37])#[N:32].CN(C(ON1N=NC2C=CC=NC1=2)=[N+](C)C)C.F[P-](F)(F)(F)(F)F.CCN(C(C)C)C(C)C.